From a dataset of Forward reaction prediction with 1.9M reactions from USPTO patents (1976-2016). Predict the product of the given reaction. Given the reactants [C:1]([O:5][C:6]([N:8]1[CH2:12][CH2:11][C@@:10]([NH:14][C:15]2[CH:16]=[C:17]3[C:26](=[CH:27][C:28]=2Br)[O:25][CH2:24][C:23]2[N:18]3[C@@H:19]([CH3:31])[C:20](=[O:30])[NH:21][N:22]=2)([CH3:13])[CH2:9]1)=[O:7])([CH3:4])([CH3:3])[CH3:2].C([O-])([O-])=O.[K+].[K+].[CH2:38]([O:40]/[CH:41]=[CH:42]/B1OC(C)(C)C(C)(C)O1)[CH3:39], predict the reaction product. The product is: [C:1]([O:5][C:6]([N:8]1[CH2:12][CH2:11][C@@:10]([NH:14][C:15]2[CH:16]=[C:17]3[C:26](=[CH:27][C:28]=2/[CH:39]=[CH:38]/[O:40][CH2:41][CH3:42])[O:25][CH2:24][C:23]2[N:18]3[C@@H:19]([CH3:31])[C:20](=[O:30])[NH:21][N:22]=2)([CH3:13])[CH2:9]1)=[O:7])([CH3:4])([CH3:3])[CH3:2].